From a dataset of Catalyst prediction with 721,799 reactions and 888 catalyst types from USPTO. Predict which catalyst facilitates the given reaction. (1) Product: [F:15][C:16]1[CH:23]=[CH:22][C:21]([F:24])=[CH:20][C:17]=1[CH:18]([OH:19])[C:7]1[C:12]([O:13][CH3:14])=[CH:11][CH:10]=[CH:9][N:8]=1. Reactant: C([Mg]Cl)(C)C.Br[C:7]1[C:12]([O:13][CH3:14])=[CH:11][CH:10]=[CH:9][N:8]=1.[F:15][C:16]1[CH:23]=[CH:22][C:21]([F:24])=[CH:20][C:17]=1[CH:18]=[O:19].[Cl-].[NH4+]. The catalyst class is: 7. (2) Reactant: [N:1]1[N:5]2[C:6]([C:10]3[CH:11]=[C:12]([NH:16][C:17](=[O:28])[C:18]4[CH:23]=[CH:22][CH:21]=[C:20]([C:24]([F:27])([F:26])[F:25])[CH:19]=4)[CH:13]=[CH:14][CH:15]=3)=[CH:7][CH2:8][NH:9][C:4]2=[CH:3][CH:2]=1.C(N(C(C)C)CC)(C)C.[CH3:38][S:39](Cl)(=[O:41])=[O:40]. Product: [CH3:38][S:39]([N:9]1[CH2:8][CH:7]=[C:6]([C:10]2[CH:11]=[C:12]([NH:16][C:17](=[O:28])[C:18]3[CH:23]=[CH:22][CH:21]=[C:20]([C:24]([F:25])([F:26])[F:27])[CH:19]=3)[CH:13]=[CH:14][CH:15]=2)[N:5]2[N:1]=[CH:2][CH:3]=[C:4]12)(=[O:41])=[O:40]. The catalyst class is: 3. (3) Reactant: [N+:1]([C:4]1[CH:18]=[CH:17][CH:16]=[CH:15][C:5]=1[O:6][CH2:7][CH2:8][N:9]1[CH2:14][CH2:13][O:12][CH2:11][CH2:10]1)([O-:3])=[O:2].[S:19]([O:24]C)([O:22][CH3:23])(=[O:21])=[O:20]. Product: [CH3:23][O:22][S:19]([O-:24])(=[O:21])=[O:20].[CH3:23][N+:9]1([CH2:8][CH2:7][O:6][C:5]2[CH:15]=[CH:16][CH:17]=[CH:18][C:4]=2[N+:1]([O-:3])=[O:2])[CH2:10][CH2:11][O:12][CH2:13][CH2:14]1. The catalyst class is: 13. (4) Reactant: [Cl:1][C:2]1[CH:3]=[C:4]([CH:29]=[CH:30][C:31]=1[O:32][CH:33]([CH3:35])[CH3:34])[C:5]([NH:7][C@H:8]([CH2:26][CH2:27][OH:28])[CH2:9][C:10]1[CH:15]=[CH:14][C:13]([C:16]2[N:17]=[C:18]([C:22](=NO)[CH3:23])[N:19]([CH3:21])[CH:20]=2)=[CH:12][CH:11]=1)=[O:6].[C:36]([O-:39])([O-])=O.[K+].[K+].[C:42](C(N)CBr)(OC(C)(C)C)=[O:43]. Product: [Cl:1][C:2]1[CH:3]=[C:4]([CH:29]=[CH:30][C:31]=1[O:32][CH:33]([CH3:34])[CH3:35])[C:5]([NH:7][C@H:8]([CH2:26][CH2:27][OH:28])[CH2:9][C:10]1[CH:15]=[CH:14][C:13]([C:16]2[N:17]=[C:18]([C:22]3([CH3:23])[O:39][CH2:36][CH2:42][O:43]3)[N:19]([CH3:21])[CH:20]=2)=[CH:12][CH:11]=1)=[O:6]. The catalyst class is: 18. (5) Reactant: [Br:1]Br.[Cl:3][C:4]1[CH:9]=[C:8]([Cl:10])[CH:7]=[CH:6][C:5]=1[C:11](=[O:14])[CH2:12][CH3:13]. Product: [Br:1][CH:12]([CH3:13])[C:11]([C:5]1[CH:6]=[CH:7][C:8]([Cl:10])=[CH:9][C:4]=1[Cl:3])=[O:14]. The catalyst class is: 5. (6) The catalyst class is: 3. Reactant: [N:1]1[C:10]2[C:5](=[CH:6][CH:7]=[C:8]([O:11][C:12]3[N:17]=[CH:16][N:15]=[C:14]([C:18]4[CH:23]=[CH:22][C:21]([C:24]([F:27])([F:26])[F:25])=[CH:20][C:19]=4[OH:28])[CH:13]=3)[CH:9]=2)[CH:4]=[CH:3][CH:2]=1.C([O-])([O-])=O.[K+].[K+].Br[CH2:36][CH:37]1[CH2:42][CH2:41][CH2:40][CH2:39][CH2:38]1. Product: [CH:37]1([CH2:36][O:28][C:19]2[CH:20]=[C:21]([C:24]([F:25])([F:27])[F:26])[CH:22]=[CH:23][C:18]=2[C:14]2[N:15]=[CH:16][N:17]=[C:12]([O:11][C:8]3[CH:9]=[C:10]4[C:5]([CH:4]=[CH:3][CH:2]=[N:1]4)=[CH:6][CH:7]=3)[CH:13]=2)[CH2:42][CH2:41][CH2:40][CH2:39][CH2:38]1. (7) Reactant: C[O:2][C:3](=[O:27])[CH2:4][C@H:5]([CH3:26])[CH2:6][C:7]([C:9]1[C:17]2[C:12](=[CH:13][CH:14]=[C:15]([Cl:18])[CH:16]=2)[N:11]([CH3:19])[C:10]=1[CH2:20][CH2:21][CH2:22][CH2:23][CH2:24][CH3:25])=[O:8].O.[OH-].[Li+]. Product: [Cl:18][C:15]1[CH:16]=[C:17]2[C:12](=[CH:13][CH:14]=1)[N:11]([CH3:19])[C:10]([CH2:20][CH2:21][CH2:22][CH2:23][CH2:24][CH3:25])=[C:9]2[C:7](=[O:8])[CH2:6][C@@H:5]([CH3:26])[CH2:4][C:3]([OH:27])=[O:2]. The catalyst class is: 252. (8) Reactant: [Br:1][C:2]1[CH:11]=[C:10]2[C:5]([C:6]([CH3:14])([CH3:13])[CH2:7][CH2:8][C:9]2=O)=[CH:4][CH:3]=1.Cl.[NH2:16][OH:17].C([O-])(=O)C.[Na+].ClCCl. Product: [Br:1][C:2]1[CH:11]=[C:10]2[C:5]([C:6]([CH3:14])([CH3:13])[CH2:7][CH2:8][C:9]2=[N:16][OH:17])=[CH:4][CH:3]=1. The catalyst class is: 40. (9) Reactant: [CH2:1]1[C@@H:5]([OH:6])[C@H:4](/[CH:7]=[CH:8]/[C@@H:9]([OH:22])[CH2:10][O:11][C:12]2[CH:17]=[C:16]([C:18]([F:21])([F:20])[F:19])[CH:15]=[CH:14][CH:13]=2)[C@@H:3]([CH2:23]/[CH:24]=[CH:25]\[CH2:26][CH2:27][CH2:28][C:29]([OH:31])=[O:30])[C@H:2]1[OH:32].[CH2:33]([CH:36]([CH2:39][C:40]#[CH:41])[CH2:37]O)[C:34]#[CH:35].CN(C(ON1N=NC2C=CC=CC1=2)=[N+](C)C)C.F[P-](F)(F)(F)(F)F.C(N(CC)CC)C. Product: [OH:6][C@@H:5]1[CH2:1][C@H:2]([OH:32])[C@H:3]([CH2:23]/[CH:24]=[CH:25]\[CH2:26][CH2:27][CH2:28][C:29]([O:31][CH2:37][CH:36]([CH2:39][C:40]#[CH:41])[CH2:33][C:34]#[CH:35])=[O:30])[C@H:4]1/[CH:7]=[CH:8]/[C@@H:9]([OH:22])[CH2:10][O:11][C:12]1[CH:13]=[CH:14][CH:15]=[C:16]([C:18]([F:21])([F:20])[F:19])[CH:17]=1. The catalyst class is: 76. (10) Reactant: [C:1]([C:3]1[CH:8]=[CH:7][CH:6]=[CH:5][C:4]=1[NH2:9])#[CH:2].C(N(CC)C(C)C)(C)C.Br[C:20]1[C:21]2[N:22]([N:26]=[C:27]([Cl:29])[N:28]=2)[CH:23]=[CH:24][CH:25]=1.Cl. Product: [Cl:29][C:27]1[N:28]=[C:21]2[C:20]([C:2]#[C:1][C:3]3[CH:8]=[CH:7][CH:6]=[CH:5][C:4]=3[NH2:9])=[CH:25][CH:24]=[CH:23][N:22]2[N:26]=1. The catalyst class is: 590.